From a dataset of Forward reaction prediction with 1.9M reactions from USPTO patents (1976-2016). Predict the product of the given reaction. (1) Given the reactants [NH2:1][C:2]1[C:3]([Cl:9])=[N:4][CH:5]=[C:6]([Br:8])[CH:7]=1.N1C=CC=CC=1.[F:16][C:17]1[CH:22]=[CH:21][C:20]([S:23](Cl)(=[O:25])=[O:24])=[CH:19][CH:18]=1.C(=O)([O-])[O-].[K+].[K+].Cl, predict the reaction product. The product is: [Br:8][C:6]1[CH:7]=[C:2]([NH:1][S:23]([C:20]2[CH:21]=[CH:22][C:17]([F:16])=[CH:18][CH:19]=2)(=[O:25])=[O:24])[C:3]([Cl:9])=[N:4][CH:5]=1. (2) Given the reactants [F:1][C:2]1[CH:3]=[C:4]([CH:29]=[CH:30][C:31]=1[F:32])[CH2:5][N:6]1[C:11](=[O:12])[CH:10]=[CH:9][C:8]([CH2:13][C:14]2[C:22]3[C:17](=[CH:18][CH:19]=[CH:20][CH:21]=3)[N:16]([CH2:23][C:24]([O:26]C)=[O:25])[C:15]=2[CH3:28])=[CH:7]1.O.[OH-].[Li+], predict the reaction product. The product is: [F:1][C:2]1[CH:3]=[C:4]([CH:29]=[CH:30][C:31]=1[F:32])[CH2:5][N:6]1[C:11](=[O:12])[CH:10]=[CH:9][C:8]([CH2:13][C:14]2[C:22]3[C:17](=[CH:18][CH:19]=[CH:20][CH:21]=3)[N:16]([CH2:23][C:24]([OH:26])=[O:25])[C:15]=2[CH3:28])=[CH:7]1.